This data is from Forward reaction prediction with 1.9M reactions from USPTO patents (1976-2016). The task is: Predict the product of the given reaction. (1) Given the reactants [CH:1]1[C:10]2[C:5](=[CH:6][CH:7]=[CH:8][CH:9]=2)[CH:4]=[C:3]([NH:11][C:12](=[O:39])[O:13][CH2:14][C@@H:15]([N:25]([CH3:38])[C:26]([NH:28][CH2:29][C:30]2[CH:35]=[CH:34][CH:33]=[C:32]([F:36])[C:31]=2[Cl:37])=[O:27])[CH2:16][C@@H:17]([OH:24])[CH2:18][O:19][P:20]([OH:23])([OH:22])=[O:21])[N:2]=1.[OH-].[Na+:41], predict the reaction product. The product is: [P:20]([O-:23])([O-:22])([O:19][CH2:18][C@H:17]([OH:24])[CH2:16][C@H:15]([N:25]([CH3:38])[C:26]([NH:28][CH2:29][C:30]1[CH:35]=[CH:34][CH:33]=[C:32]([F:36])[C:31]=1[Cl:37])=[O:27])[CH2:14][O:13][C:12](=[O:39])[NH:11][C:3]1[N:2]=[CH:1][C:10]2[C:5]([CH:4]=1)=[CH:6][CH:7]=[CH:8][CH:9]=2)=[O:21].[Na+:41].[Na+:41]. (2) Given the reactants [F:1][C:2]1([F:25])[CH2:7][CH2:6][C:5]([CH2:9][NH:10][C:11]([C:13]2[C:14]3[CH:15]=[CH:16][C:17](Cl)=[N:18][C:19]=3[CH:20]=[CH:21][C:22]=2[Cl:23])=[O:12])(O)[CH2:4][CH2:3]1.[CH3:26][CH2:27]N(C(C)C)C(C)C.[OH:35][CH2:36][C@H:37]1[CH2:41][CH2:40][N:39](CC)[CH2:38]1, predict the reaction product. The product is: [F:1][C:2]1([F:25])[CH2:7][CH2:6][CH:5]([CH2:9][NH:10][C:11]([C:13]2[C:14]3[CH:15]=[CH:16][C:17]([N:39]4[CH2:40][CH2:41][CH:37]([CH2:36][OH:35])[C@@H:38]4[CH2:26][CH3:27])=[N:18][C:19]=3[CH:20]=[CH:21][C:22]=2[Cl:23])=[O:12])[CH2:4][CH2:3]1. (3) Given the reactants [Cl:1][C:2]1[CH:7]=[CH:6][C:5]([C:8](=O)[CH2:9][C:10](=O)[C:11]([F:14])([F:13])[F:12])=[CH:4][CH:3]=1.[N+]([O-])(O)=O.[N+]([O-])(O)=O.[F:25][C:26]1[CH:27]=[C:28]([NH:38][C:39]([NH2:41])=[NH:40])[CH:29]=[CH:30][C:31]=1[N:32]1[CH:36]=[C:35]([CH3:37])[N:34]=[CH:33]1, predict the reaction product. The product is: [Cl:1][C:2]1[CH:7]=[CH:6][C:5]([C:8]2[CH:9]=[C:10]([C:11]([F:14])([F:13])[F:12])[N:41]=[C:39]([NH:38][C:28]3[CH:29]=[CH:30][C:31]([N:32]4[CH:36]=[C:35]([CH3:37])[N:34]=[CH:33]4)=[C:26]([F:25])[CH:27]=3)[N:40]=2)=[CH:4][CH:3]=1. (4) Given the reactants [Cl:1][C:2]1[CH:7]=[C:6]([Cl:8])[CH:5]=[CH:4][C:3]=1[S:9]([N:12]1[C:20]2[C:15](=[CH:16][CH:17]=[CH:18][CH:19]=2)[C:14](/[CH:21]=[C:22]2\[O:23][C:24]3[C:31]([CH2:32][N:33]4[CH2:38][CH2:37][N:36](C(OC(C)(C)C)=O)[CH2:35][CH2:34]4)=[C:30]([OH:46])[CH:29]=[CH:28][C:25]=3[C:26]\2=[O:27])=[CH:13]1)(=[O:11])=[O:10].FC(F)(F)C(O)=O, predict the reaction product. The product is: [ClH:1].[ClH:1].[Cl:1][C:2]1[CH:7]=[C:6]([Cl:8])[CH:5]=[CH:4][C:3]=1[S:9]([N:12]1[C:20]2[C:15](=[CH:16][CH:17]=[CH:18][CH:19]=2)[C:14](/[CH:21]=[C:22]2\[O:23][C:24]3[C:31]([CH2:32][N:33]4[CH2:34][CH2:35][NH:36][CH2:37][CH2:38]4)=[C:30]([OH:46])[CH:29]=[CH:28][C:25]=3[C:26]\2=[O:27])=[CH:13]1)(=[O:10])=[O:11]. (5) Given the reactants [CH3:1][C:2]1[NH:7][C:6](=[O:8])[NH:5][CH:4]([C:9]2[CH:14]=[CH:13][C:12]([C:15]([F:18])([F:17])[F:16])=[CH:11][CH:10]=2)[C:3]=1[C:19]([OH:21])=O.[F:22][C:23]1[CH:24]=[C:25]([NH:30][C:31]2[C:39]3[C:34](=[CH:35][CH:36]=[C:37]([NH2:40])[CH:38]=3)[NH:33][N:32]=2)[CH:26]=[C:27]([F:29])[CH:28]=1.C1CN([P+](Br)(N2CCCC2)N2CCCC2)CC1.F[P-](F)(F)(F)(F)F.C(N(C(C)C)CC)(C)C, predict the reaction product. The product is: [F:22][C:23]1[CH:24]=[C:25]([NH:30][C:31]2[C:39]3[C:34](=[CH:35][CH:36]=[C:37]([NH:40][C:19]([C:3]4[CH:4]([C:9]5[CH:14]=[CH:13][C:12]([C:15]([F:17])([F:18])[F:16])=[CH:11][CH:10]=5)[NH:5][C:6](=[O:8])[NH:7][C:2]=4[CH3:1])=[O:21])[CH:38]=3)[NH:33][N:32]=2)[CH:26]=[C:27]([F:29])[CH:28]=1.